From a dataset of hERG potassium channel inhibition data for cardiac toxicity prediction from Karim et al.. Regression/Classification. Given a drug SMILES string, predict its toxicity properties. Task type varies by dataset: regression for continuous values (e.g., LD50, hERG inhibition percentage) or binary classification for toxic/non-toxic outcomes (e.g., AMES mutagenicity, cardiotoxicity, hepatotoxicity). Dataset: herg_karim. The molecule is CN(C)S(=O)(=O)c1ccc2c(C(=O)NC[C@@H](O)CN3CCC(Oc4ccc(Cl)c(Cl)c4)CC3)c[nH]c(=O)c2c1. The result is 1 (blocker).